From a dataset of Catalyst prediction with 721,799 reactions and 888 catalyst types from USPTO. Predict which catalyst facilitates the given reaction. (1) Reactant: [Cl:1][C:2]1[CH:7]=[CH:6][C:5]([CH:8]([N:13]2[CH2:18][CH2:17][NH:16][CH2:15][CH2:14]2)[CH2:9][N:10]([CH3:12])[CH3:11])=[CH:4][CH:3]=1.Cl[C:20]1[C:25]2[O:26][CH2:27][CH2:28][NH:29][C:24]=2[N:23]=[CH:22][N:21]=1.C(=O)([O-])[O-].[K+].[K+]. Product: [Cl:1][C:2]1[CH:7]=[CH:6][C:5]([CH:8]([N:13]2[CH2:14][CH2:15][N:16]([C:20]3[C:25]4[O:26][CH2:27][CH2:28][NH:29][C:24]=4[N:23]=[CH:22][N:21]=3)[CH2:17][CH2:18]2)[CH2:9][N:10]([CH3:11])[CH3:12])=[CH:4][CH:3]=1. The catalyst class is: 58. (2) Reactant: C([O:4][CH2:5][C@H:6]1[O:11][CH2:10][C@@H:9]2[CH2:12][CH2:13][CH2:14][N:8]2[CH2:7]1)(=O)C.C[O-].[Na+].Cl.O1CCOCC1. Product: [CH2:10]1[C@@H:9]2[CH2:12][CH2:13][CH2:14][N:8]2[CH2:7][C@@H:6]([CH2:5][OH:4])[O:11]1. The catalyst class is: 4.